Dataset: CYP2D6 inhibition data for predicting drug metabolism from PubChem BioAssay. Task: Regression/Classification. Given a drug SMILES string, predict its absorption, distribution, metabolism, or excretion properties. Task type varies by dataset: regression for continuous measurements (e.g., permeability, clearance, half-life) or binary classification for categorical outcomes (e.g., BBB penetration, CYP inhibition). Dataset: cyp2d6_veith. (1) The result is 0 (non-inhibitor). The molecule is COc1cc(C2/C(=C(/O)c3ccc(F)cc3)C(=O)C(=O)N2CCCC(=O)O)ccc1O. (2) The compound is COCC(=O)N1CCC2(CC1)CN(C(=O)Nc1cccc(F)c1)C2. The result is 0 (non-inhibitor). (3) The result is 1 (inhibitor). The compound is CC(C)CN1CC[C@@]2(CCCN(C(=O)c3ccco3)C2)C1.